Dataset: Reaction yield outcomes from USPTO patents with 853,638 reactions. Task: Predict the reaction yield, written as a fraction of the theoretical maximum amount of product (1.0 means a 100% yield; for example, 0.34 means a 34% yield). The reactants are [Cl:1][C:2]1[N:7]=[CH:6][N:5]=[C:4]2[NH:8][N:9]=[C:10](I)[C:3]=12.[CH3:12][Si:13]([CH3:17])([CH3:16])[C:14]#[CH:15].CN(C=O)C.C1COCC1. The catalyst is C(Cl)Cl.[Cu]I.C1C=CC([P]([Pd]([P](C2C=CC=CC=2)(C2C=CC=CC=2)C2C=CC=CC=2)([P](C2C=CC=CC=2)(C2C=CC=CC=2)C2C=CC=CC=2)[P](C2C=CC=CC=2)(C2C=CC=CC=2)C2C=CC=CC=2)(C2C=CC=CC=2)C2C=CC=CC=2)=CC=1.CC(C)=O. The product is [Cl:1][C:2]1[N:7]=[CH:6][N:5]=[C:4]2[NH:8][N:9]=[C:10]([C:15]#[C:14][Si:13]([CH3:17])([CH3:16])[CH3:12])[C:3]=12. The yield is 0.361.